This data is from Catalyst prediction with 721,799 reactions and 888 catalyst types from USPTO. The task is: Predict which catalyst facilitates the given reaction. Reactant: [F:1][C:2]([F:32])([F:31])[C:3]1[CH:26]=[C:25]([C:27]([F:30])([F:29])[F:28])[CH:24]=[CH:23][C:4]=1[CH2:5][N:6]1[CH2:11][CH2:10][CH:9](/[CH:12]=[C:13]2/[C:14]([NH:19][CH2:20][C:21]#[CH:22])=[N:15][C:16](=[O:18])[S:17]/2)[CH2:8][CH2:7]1.[ClH:33]. Product: [ClH:33].[F:32][C:2]([F:1])([F:31])[C:3]1[CH:26]=[C:25]([C:27]([F:29])([F:30])[F:28])[CH:24]=[CH:23][C:4]=1[CH2:5][N:6]1[CH2:7][CH2:8][CH:9](/[CH:12]=[C:13]2/[C:14]([NH:19][CH2:20][C:21]#[CH:22])=[N:15][C:16](=[O:18])[S:17]/2)[CH2:10][CH2:11]1. The catalyst class is: 8.